From a dataset of Forward reaction prediction with 1.9M reactions from USPTO patents (1976-2016). Predict the product of the given reaction. (1) Given the reactants [F:1][C:2]1[CH:3]=[C:4]([C@@H:9]2[CH2:13][N:12]([C:14]3[CH:15]=[N:16][N:17](CC4C=CC(OC)=CC=4)[CH:18]=3)[CH2:11][C@H:10]2[NH:28][C:29]([NH:31][C:32]2[N:36]([C:37]3[CH:42]=[CH:41][CH:40]=[CH:39][CH:38]=3)[N:35]=[C:34]([O:43][CH2:44][CH3:45])[C:33]=2[CH3:46])=[O:30])[CH:5]=[CH:6][C:7]=1[F:8], predict the reaction product. The product is: [F:1][C:2]1[CH:3]=[C:4]([C@@H:9]2[CH2:13][N:12]([C:14]3[CH:15]=[N:16][NH:17][CH:18]=3)[CH2:11][C@H:10]2[NH:28][C:29]([NH:31][C:32]2[N:36]([C:37]3[CH:38]=[CH:39][CH:40]=[CH:41][CH:42]=3)[N:35]=[C:34]([O:43][CH2:44][CH3:45])[C:33]=2[CH3:46])=[O:30])[CH:5]=[CH:6][C:7]=1[F:8]. (2) Given the reactants [CH2:1]([S:7]([OH:10])(=[O:9])=[O:8])[CH2:2][S:3]([OH:6])(=[O:5])=[O:4].[CH3:11][N:12]([CH2:19][CH2:20][O:21][C:22]1[CH:35]=[CH:34][C:25]([CH2:26][CH:27]2[S:31][C:30](=[O:32])[NH:29][C:28]2=[O:33])=[CH:24][CH:23]=1)[C:13]1[CH:18]=[CH:17][CH:16]=[CH:15][N:14]=1, predict the reaction product. The product is: [CH2:1]([S:7]([OH:10])(=[O:9])=[O:8])[CH2:2][S:3]([OH:6])(=[O:5])=[O:4].[CH3:11][N:12]([CH2:19][CH2:20][O:21][C:22]1[CH:35]=[CH:34][C:25]([CH2:26][CH:27]2[S:31][C:30](=[O:32])[NH:29][C:28]2=[O:33])=[CH:24][CH:23]=1)[C:13]1[CH:18]=[CH:17][CH:16]=[CH:15][N:14]=1. (3) Given the reactants [N+:1]([C:4]1[CH:9]=[CH:8][CH:7]=[CH:6][C:5]=1[CH:10]([OH:14])[CH2:11][CH:12]=C)([O-:3])=[O:2].[O:15]=[O+][O-].[BH4-].[Na+], predict the reaction product. The product is: [N+:1]([C:4]1[CH:9]=[CH:8][CH:7]=[CH:6][C:5]=1[CH:10]([OH:14])[CH2:11][CH2:12][OH:15])([O-:3])=[O:2]. (4) Given the reactants [CH3:1][O:2][CH2:3][CH2:4][O:5][C:6]1[CH:7]=[C:8]2[C:20]([NH:21][C:22]3[CH:23]=[CH:24][CH:25]=[C:26]([C:28]#[CH:29])[CH:27]=3)=[N:19][CH:18]=[N:17][C:9]2=[CH:10][C:11]=1[O:12][CH2:13][CH2:14][O:15][CH3:16].[ClH:30], predict the reaction product. The product is: [CH3:1][O:2][CH2:3][CH2:4][O:5][C:6]1[CH:7]=[C:8]2[C:20]([NH:21][C:22]3[CH:23]=[CH:24][CH:25]=[C:26]([C:28]#[CH:29])[CH:27]=3)=[N:19][CH:18]=[N:17][C:9]2=[CH:10][C:11]=1[O:12][CH2:13][CH2:14][O:15][CH3:16].[ClH:30]. (5) Given the reactants C(OP([CH2:9][C:10](=[O:37])[N:11]([C:25]1[CH:33]=[C:32]2[C:28]([CH2:29][CH2:30][N:31]2[C:34](=[O:36])[CH3:35])=[CH:27][CH:26]=1)[CH:12]1[CH2:17][CH2:16][N:15]([CH2:18][C:19]2[CH:24]=[CH:23][CH:22]=[CH:21][CH:20]=2)[CH2:14][CH2:13]1)(=O)OCC)C.[Li+].[Cl-].N12CCCN=C1CCCCC2.[C:51]1([CH:57]=[CH:58][CH:59]=O)[CH:56]=[CH:55][CH:54]=[CH:53][CH:52]=1, predict the reaction product. The product is: [C:34]([N:31]1[C:32]2[C:28](=[CH:27][CH:26]=[C:25]([N:11]([CH:12]3[CH2:13][CH2:14][N:15]([CH2:18][C:19]4[CH:20]=[CH:21][CH:22]=[CH:23][CH:24]=4)[CH2:16][CH2:17]3)[C:10](=[O:37])/[CH:9]=[CH:59]/[CH:58]=[CH:57]/[C:51]3[CH:52]=[CH:53][CH:54]=[CH:55][CH:56]=3)[CH:33]=2)[CH2:29][CH2:30]1)(=[O:36])[CH3:35]. (6) Given the reactants Cl.Cl.[Cl:3][C:4]1[CH:9]=[CH:8][C:7]([C:10]2[CH:15]=[CH:14][C:13]([O:16][C:17]([F:20])([F:19])[F:18])=[C:12]([CH2:21][NH:22][C@H:23]3[CH2:28][CH2:27][NH:26][CH2:25][C@H:24]3[C:29]3[CH:34]=[CH:33][CH:32]=[CH:31][CH:30]=3)[CH:11]=2)=[CH:6][CH:5]=1.[O:35]=[C:36]1[CH2:41][CH:40]([C:42](O)=[O:43])[CH2:39][C:38](=[O:45])[NH:37]1.Cl.C(OCC)(=O)C, predict the reaction product. The product is: [ClH:3].[Cl:3][C:4]1[CH:9]=[CH:8][C:7]([C:10]2[CH:15]=[CH:14][C:13]([O:16][C:17]([F:19])([F:20])[F:18])=[C:12]([CH2:21][NH:22][C@H:23]3[CH2:28][CH2:27][N:26]([C:42]([CH:40]4[CH2:39][C:38](=[O:45])[NH:37][C:36](=[O:35])[CH2:41]4)=[O:43])[CH2:25][C@H:24]3[C:29]3[CH:30]=[CH:31][CH:32]=[CH:33][CH:34]=3)[CH:11]=2)=[CH:6][CH:5]=1. (7) Given the reactants [C:1]1([S:7]([C:10]2[CH:11]=[CH:12][C:13]([C:33]([F:36])([F:35])[F:34])=[C:14]([S:16]([NH:19][CH:20]3[CH2:28][C:27]4[C:22](=[CH:23][CH:24]=[C:25]([C:29]([O:31]C)=[O:30])[CH:26]=4)[CH2:21]3)(=[O:18])=[O:17])[CH:15]=2)(=[O:9])=[O:8])[CH:6]=[CH:5][CH:4]=[CH:3][CH:2]=1.O1CCCC1.[OH-].[Na+].Cl, predict the reaction product. The product is: [C:1]1([S:7]([C:10]2[CH:11]=[CH:12][C:13]([C:33]([F:35])([F:36])[F:34])=[C:14]([S:16]([NH:19][CH:20]3[CH2:28][C:27]4[C:22](=[CH:23][CH:24]=[C:25]([C:29]([OH:31])=[O:30])[CH:26]=4)[CH2:21]3)(=[O:18])=[O:17])[CH:15]=2)(=[O:9])=[O:8])[CH:2]=[CH:3][CH:4]=[CH:5][CH:6]=1. (8) The product is: [CH:24]1([CH2:23][NH:22][C:18]([C:14]2[S:13][C:12](/[CH:11]=[CH:10]/[C:9]3[C:5]([CH2:1][CH2:2][CH2:3][CH3:4])=[N:6][O:7][C:8]=3[CH3:21])=[N:16][C:15]=2[CH3:17])=[O:20])[CH2:26][CH2:25]1. Given the reactants [CH2:1]([C:5]1[C:9](/[CH:10]=[CH:11]/[C:12]2[S:13][C:14]([C:18]([OH:20])=O)=[C:15]([CH3:17])[N:16]=2)=[C:8]([CH3:21])[O:7][N:6]=1)[CH2:2][CH2:3][CH3:4].[NH2:22][CH2:23][CH:24]1[CH2:26][CH2:25]1, predict the reaction product. (9) Given the reactants [CH2:1]([O:3][C:4](=[O:32])[CH2:5][N:6]1[C:14]2[CH2:13][CH2:12][CH2:11][C@@H:10]([NH:15][S:16]([C:19]3[CH:24]=[C:23]([C:25]([F:28])([F:27])[F:26])[CH:22]=[C:21]([C:29]([CH3:31])=[CH2:30])[CH:20]=3)(=[O:18])=[O:17])[C:9]=2[CH:8]=[N:7]1)[CH3:2], predict the reaction product. The product is: [CH2:1]([O:3][C:4](=[O:32])[CH2:5][N:6]1[C:14]2[CH2:13][CH2:12][CH2:11][C@@H:10]([NH:15][S:16]([C:19]3[CH:24]=[C:23]([C:25]([F:27])([F:28])[F:26])[CH:22]=[C:21]([CH:29]([CH3:31])[CH3:30])[CH:20]=3)(=[O:18])=[O:17])[C:9]=2[CH:8]=[N:7]1)[CH3:2].